Task: Predict the reaction yield, written as a fraction of the theoretical maximum amount of product (1.0 means a 100% yield; for example, 0.34 means a 34% yield).. Dataset: Reaction yield outcomes from USPTO patents with 853,638 reactions (1) The reactants are [C:14]1(P([C:14]2[CH:19]=[CH:18][CH:17]=[CH:16][CH:15]=2)[C:14]2[CH:19]=[CH:18][CH:17]=[CH:16][CH:15]=2)[CH:19]=[CH:18][CH:17]=[CH:16][CH:15]=1.CCCBr.CC(C)([O-])C.[K+].[Cl:30][CH2:31][CH2:32][CH2:33][CH2:34]C#CC=O. The catalyst is O1CCCC1.CN(C)C(=O)C. The product is [CH2:31]([Cl:30])[CH2:32][CH2:33][CH2:34][C:15]#[C:16]/[CH:17]=[CH:18]\[CH2:19][CH3:14]. The yield is 0.751. (2) The reactants are C([O:9][C:10]1[CH:15]=[CH:14][C:13]([CH2:16][C:17]([O:19][CH3:20])=[O:18])=[C:12]([N+:21]([O-:23])=[O:22])[CH:11]=1)(=O)C1C=CC=CC=1.C[O-].[Na+]. The catalyst is CO. The product is [CH3:20][O:19][C:17]([CH2:16][C:13]1[CH:14]=[CH:15][C:10]([OH:9])=[CH:11][C:12]=1[N+:21]([O-:23])=[O:22])=[O:18]. The yield is 0.850. (3) The reactants are [Br:1][C:2]1[N:3]=[C:4](S(C)(=O)=O)[C:5]2[N:6]([C:8](I)=[CH:9][N:10]=2)[CH:7]=1.[CH2:16]([NH2:20])[CH:17]([CH3:19])[CH3:18].C(=O)([O-])[O-].[K+].[K+].[Cl:27][C:28]1[CH:29]=[C:30](B(O)O)[CH:31]=[CH:32][C:33]=1[C:34](=[O:39])[NH:35][CH:36]1[CH2:38][CH2:37]1. The catalyst is C1COCC1.C1C=CC(P(C2C=CC=CC=2)[C-]2C=CC=C2)=CC=1.C1C=CC(P(C2C=CC=CC=2)[C-]2C=CC=C2)=CC=1.Cl[Pd]Cl.[Fe+2]. The product is [Br:1][C:2]1[N:3]=[C:4]([NH:20][CH2:16][CH:17]([CH3:19])[CH3:18])[C:5]2[N:6]([C:8]([C:30]3[CH:31]=[CH:32][C:33]([C:34]([NH:35][CH:36]4[CH2:38][CH2:37]4)=[O:39])=[C:28]([Cl:27])[CH:29]=3)=[CH:9][N:10]=2)[CH:7]=1. The yield is 0.622. (4) The product is [N:9]1[C:8]2[NH:12][CH:13]=[CH:14][C:7]=2[C:6]([OH:23])=[N:11][CH:10]=1. The reactants are N1C=C([C:6]2[C:7]3[CH:14]=[CH:13][N:12](COCC[Si](C)(C)C)[C:8]=3[N:9]=[CH:10][N:11]=2)C=N1.[O-:23]CC.[Na+].C(O)C.C(OC(=O)C(C#N)CC(OCC)OCC)C. The yield is 0.683. No catalyst specified. (5) The reactants are [F:1][C:2]1[CH:3]=[C:4]([CH:34]=[C:35]([F:37])[CH:36]=1)[CH2:5][C:6]1[CH:7]=[C:8]2[C:12](=[CH:13][CH:14]=1)[NH:11][N:10]=[C:9]2[NH:15][C:16](=[O:33])[C:17]1[CH:22]=[CH:21][C:20]([N:23]2[CH2:28][CH2:27][N:26]([CH3:29])[CH2:25][CH2:24]2)=[CH:19][C:18]=1[N+:30]([O-])=O.C1CCCCC=1. The catalyst is [Pd].O1CCOCC1. The product is [NH2:30][C:18]1[CH:19]=[C:20]([N:23]2[CH2:24][CH2:25][N:26]([CH3:29])[CH2:27][CH2:28]2)[CH:21]=[CH:22][C:17]=1[C:16]([NH:15][C:9]1[C:8]2[C:12](=[CH:13][CH:14]=[C:6]([CH2:5][C:4]3[CH:34]=[C:35]([F:37])[CH:36]=[C:2]([F:1])[CH:3]=3)[CH:7]=2)[NH:11][N:10]=1)=[O:33]. The yield is 0.830. (6) The reactants are C(=O)([O-])[O-].[Cs+].[Cs+].[CH:7]([C:10]1[C:18]2[C:13](=[CH:14][CH:15]=[CH:16][C:17]=2[N:19]2[CH:23]=[C:22]([C:24]3[CH:25]=[N:26][N:27]([CH3:29])[CH:28]=3)[N:21]=[CH:20]2)[NH:12][N:11]=1)([CH3:9])[CH3:8].[CH2:30]([C:32]1[CH:33]=[C:34]([CH:37]=[CH:38][C:39]=1F)[C:35]#[N:36])[CH3:31].O. The catalyst is CS(C)=O. The product is [CH2:30]([C:32]1[CH:33]=[C:34]([CH:37]=[CH:38][C:39]=1[N:12]1[C:13]2[C:18](=[C:17]([N:19]3[CH:23]=[C:22]([C:24]4[CH:25]=[N:26][N:27]([CH3:29])[CH:28]=4)[N:21]=[CH:20]3)[CH:16]=[CH:15][CH:14]=2)[C:10]([CH:7]([CH3:9])[CH3:8])=[N:11]1)[C:35]#[N:36])[CH3:31]. The yield is 0.540.